This data is from Peptide-MHC class I binding affinity with 185,985 pairs from IEDB/IMGT. The task is: Regression. Given a peptide amino acid sequence and an MHC pseudo amino acid sequence, predict their binding affinity value. This is MHC class I binding data. The peptide sequence is SLYEKSGSV. The MHC is HLA-A02:12 with pseudo-sequence HLA-A02:12. The binding affinity (normalized) is 0.671.